From a dataset of Full USPTO retrosynthesis dataset with 1.9M reactions from patents (1976-2016). Predict the reactants needed to synthesize the given product. (1) Given the product [CH3:16][N:17]1[CH2:22][CH2:21][N:20]([C:2]2[CH:3]=[CH:4][C:5]([N+:13]([O-:15])=[O:14])=[C:6]([NH:8][S:9]([CH3:12])(=[O:11])=[O:10])[CH:7]=2)[CH2:19][CH2:18]1, predict the reactants needed to synthesize it. The reactants are: F[C:2]1[CH:3]=[CH:4][C:5]([N+:13]([O-:15])=[O:14])=[C:6]([NH:8][S:9]([CH3:12])(=[O:11])=[O:10])[CH:7]=1.[CH3:16][N:17]1[CH2:22][CH2:21][NH:20][CH2:19][CH2:18]1.CCO. (2) The reactants are: [F:1][C:2]1[CH:7]=[C:6]([F:8])[CH:5]=[CH:4][C:3]=1[N:9]1[C:13]([C:14]2[S:23][C:22]3[C:21]4[N:24]=[C:25]([C:28]5[CH:29]=[N:30][C:31](F)=[CH:32][CH:33]=5)[CH:26]=[CH:27][C:20]=4[O:19][CH2:18][CH2:17][C:16]=3[CH:15]=2)=[N:12][CH:11]=[N:10]1.[NH:35]1[CH2:40][CH2:39][CH2:38][CH2:37][CH2:36]1.CCN(C(C)C)C(C)C. Given the product [F:1][C:2]1[CH:7]=[C:6]([F:8])[CH:5]=[CH:4][C:3]=1[N:9]1[C:13]([C:14]2[S:23][C:22]3[C:21]4[N:24]=[C:25]([C:28]5[CH:33]=[CH:32][C:31]([N:35]6[CH2:40][CH2:39][CH2:38][CH2:37][CH2:36]6)=[N:30][CH:29]=5)[CH:26]=[CH:27][C:20]=4[O:19][CH2:18][CH2:17][C:16]=3[CH:15]=2)=[N:12][CH:11]=[N:10]1, predict the reactants needed to synthesize it.